This data is from Full USPTO retrosynthesis dataset with 1.9M reactions from patents (1976-2016). The task is: Predict the reactants needed to synthesize the given product. Given the product [Cl:35][C:19]1[C:20]([NH:22][C:23]2[CH:34]=[CH:33][CH:32]=[CH:31][C:24]=2[C:25]([NH:27][CH2:28][C:29]#[CH:30])=[O:26])=[N:21][C:16]([NH:1][C:2]2[CH:3]=[CH:4][C:5]3[N:11]([CH3:12])[C:10](=[O:13])[CH2:9][CH2:8][CH2:7][C:6]=3[CH:14]=2)=[N:17][CH:18]=1, predict the reactants needed to synthesize it. The reactants are: [NH2:1][C:2]1[CH:3]=[CH:4][C:5]2[N:11]([CH3:12])[C:10](=[O:13])[CH2:9][CH2:8][CH2:7][C:6]=2[CH:14]=1.Cl[C:16]1[N:21]=[C:20]([NH:22][C:23]2[CH:34]=[CH:33][CH:32]=[CH:31][C:24]=2[C:25]([NH:27][CH2:28][C:29]#[CH:30])=[O:26])[C:19]([Cl:35])=[CH:18][N:17]=1.